From a dataset of NCI-60 drug combinations with 297,098 pairs across 59 cell lines. Regression. Given two drug SMILES strings and cell line genomic features, predict the synergy score measuring deviation from expected non-interaction effect. (1) Drug 1: CS(=O)(=O)OCCCCOS(=O)(=O)C. Drug 2: CC(C)(C#N)C1=CC(=CC(=C1)CN2C=NC=N2)C(C)(C)C#N. Cell line: ACHN. Synergy scores: CSS=13.4, Synergy_ZIP=-3.04, Synergy_Bliss=-2.41, Synergy_Loewe=-1.13, Synergy_HSA=-3.01. (2) Drug 1: CCCS(=O)(=O)NC1=C(C(=C(C=C1)F)C(=O)C2=CNC3=C2C=C(C=N3)C4=CC=C(C=C4)Cl)F. Drug 2: C1=CN(C=N1)CC(O)(P(=O)(O)O)P(=O)(O)O. Cell line: CCRF-CEM. Synergy scores: CSS=-2.23, Synergy_ZIP=0.714, Synergy_Bliss=1.07, Synergy_Loewe=-1.11, Synergy_HSA=-1.72.